Dataset: Forward reaction prediction with 1.9M reactions from USPTO patents (1976-2016). Task: Predict the product of the given reaction. (1) Given the reactants [C-:1]#[N:2].[K+].CS(O[CH2:9][CH2:10][C:11]([C:25]1[CH:34]=[CH:33][C:28]2[O:29][CH2:30][CH2:31][O:32][C:27]=2[CH:26]=1)([C:13]1[C:21]2[C:16](=[C:17]([CH2:22][S:23][CH3:24])[CH:18]=[CH:19][CH:20]=2)[NH:15][CH:14]=1)[CH3:12])(=O)=O.C(OCC)(=O)C, predict the reaction product. The product is: [O:29]1[C:28]2[CH:33]=[CH:34][C:25]([C:11]([C:13]3[C:21]4[C:16](=[C:17]([CH2:22][S:23][CH3:24])[CH:18]=[CH:19][CH:20]=4)[NH:15][CH:14]=3)([CH3:12])[CH2:10][CH2:9][C:1]#[N:2])=[CH:26][C:27]=2[O:32][CH2:31][CH2:30]1. (2) Given the reactants [Cl:1][C:2]1[C:11]2[C:6](=[CH:7][CH:8]=[C:9]([CH:12]([C:14]3[C:15]([CH3:21])=[N:16][C:17]([CH3:20])=[CH:18][CH:19]=3)[OH:13])[CH:10]=2)[N:5]=[C:4]([O:22][CH3:23])[C:3]=1[CH2:24][C:25]1[CH:30]=[CH:29][C:28]([C:31]([F:34])([F:33])[F:32])=[CH:27][CH:26]=1.O1CCOCC1.[Al].CC(C)=O, predict the reaction product. The product is: [Cl:1][C:2]1[C:11]2[C:6](=[CH:7][CH:8]=[C:9]([C:12]([C:14]3[C:15]([CH3:21])=[N:16][C:17]([CH3:20])=[CH:18][CH:19]=3)=[O:13])[CH:10]=2)[N:5]=[C:4]([O:22][CH3:23])[C:3]=1[CH2:24][C:25]1[CH:26]=[CH:27][C:28]([C:31]([F:33])([F:32])[F:34])=[CH:29][CH:30]=1. (3) Given the reactants [CH3:1][S:2]([O-:5])(=O)=[O:3].[Na+].I[CH2:8][CH2:9][CH2:10][S:11]([C:14]1[CH:15]=[C:16]([CH:38]=[CH:39][CH:40]=1)[O:17][C:18]1[CH:19]=[C:20]([N:24]2[C:28]3[CH:29]=[CH:30][CH:31]=[C:32]([C:33]([F:36])([F:35])[F:34])[C:27]=3[N:26]=[C:25]2[CH3:37])[CH:21]=[CH:22][CH:23]=1)(=[O:13])=[O:12].CCOC(C)=O.O, predict the reaction product. The product is: [CH3:37][C:25]1[N:24]([C:20]2[CH:21]=[CH:22][CH:23]=[C:18]([O:17][C:16]3[CH:38]=[CH:39][CH:40]=[C:14]([S:11]([CH2:10][CH2:9][CH2:8][S:2]([CH3:1])(=[O:5])=[O:3])(=[O:13])=[O:12])[CH:15]=3)[CH:19]=2)[C:28]2[CH:29]=[CH:30][CH:31]=[C:32]([C:33]([F:36])([F:35])[F:34])[C:27]=2[N:26]=1.